From a dataset of Aqueous solubility values for 9,982 compounds from the AqSolDB database. Regression/Classification. Given a drug SMILES string, predict its absorption, distribution, metabolism, or excretion properties. Task type varies by dataset: regression for continuous measurements (e.g., permeability, clearance, half-life) or binary classification for categorical outcomes (e.g., BBB penetration, CYP inhibition). For this dataset (solubility_aqsoldb), we predict Y. (1) The drug is O=C1c2cccc(Sc3ccccc3)c2C(=O)c2c(Sc3ccccc3)cccc21. The Y is -5.52 log mol/L. (2) The drug is S=c1[nH][nH]c(=S)s1. The Y is -0.755 log mol/L. (3) The drug is S=[Sr]. The Y is 0.00366 log mol/L. (4) The Y is -1.56 log mol/L. The drug is CC(C)(O)CCc1ccccc1. (5) The compound is CNC.O=C(O)COc1ccc(Cl)cc1Cl. The Y is 0.450 log mol/L.